Dataset: Catalyst prediction with 721,799 reactions and 888 catalyst types from USPTO. Task: Predict which catalyst facilitates the given reaction. (1) Product: [C:25]([O:29][C:30]([NH:32][C:33]1([C:48]([NH:64][CH:56]([C:57]2[CH:58]=[CH:59][C:60]([Cl:63])=[CH:61][CH:62]=2)[CH2:55][C:54]([O:53][CH3:52])=[O:65])=[O:49])[CH2:38][CH2:37][N:36]([C:39]2[C:40]3[CH:47]=[CH:46][NH:45][C:41]=3[N:42]=[CH:43][N:44]=2)[CH2:35][CH2:34]1)=[O:31])([CH3:26])([CH3:28])[CH3:27]. The catalyst class is: 60. Reactant: F[P-](F)(F)(F)(F)F.N1(OC(N(C)C)=[N+](C)C)C2N=CC=CC=2N=N1.[C:25]([O:29][C:30]([NH:32][C:33]1([C:48](O)=[O:49])[CH2:38][CH2:37][N:36]([C:39]2[C:40]3[CH:47]=[CH:46][NH:45][C:41]=3[N:42]=[CH:43][N:44]=2)[CH2:35][CH2:34]1)=[O:31])([CH3:28])([CH3:27])[CH3:26].Cl.[CH3:52][O:53][C:54](=[O:65])[CH2:55][CH:56]([NH2:64])[C:57]1[CH:62]=[CH:61][C:60]([Cl:63])=[CH:59][CH:58]=1.C(N(CC)C(C)C)(C)C. (2) Product: [NH2:11][C:7]1[C:6]([CH3:14])=[CH:5][C:4]([C:3]([NH:2][CH3:1])=[O:15])=[CH:9][C:8]=1[CH3:10]. Reactant: [CH3:1][NH:2][C:3](=[O:15])[C:4]1[CH:9]=[C:8]([CH3:10])[C:7]([N+:11]([O-])=O)=[C:6]([CH3:14])[CH:5]=1.[H][H]. The catalyst class is: 43. (3) Reactant: [N:1]12[CH2:8][CH2:7][C:4]([C:9]([C:18]3[CH:23]=[CH:22][C:21]([F:24])=[CH:20][CH:19]=3)([C:11]3[CH:16]=[CH:15][C:14]([F:17])=[CH:13][CH:12]=3)[OH:10])([CH2:5][CH2:6]1)[CH2:3][CH2:2]2.[C:25]1([O:31][CH2:32][CH2:33][CH2:34][Br:35])[CH:30]=[CH:29][CH:28]=[CH:27][CH:26]=1. Product: [Br-:35].[F:17][C:14]1[CH:15]=[CH:16][C:11]([C:9]([C:18]2[CH:19]=[CH:20][C:21]([F:24])=[CH:22][CH:23]=2)([OH:10])[C:4]23[CH2:5][CH2:6][N+:1]([CH2:34][CH2:33][CH2:32][O:31][C:25]4[CH:30]=[CH:29][CH:28]=[CH:27][CH:26]=4)([CH2:2][CH2:3]2)[CH2:8][CH2:7]3)=[CH:12][CH:13]=1. The catalyst class is: 23. (4) Reactant: [Sn](Cl)(Cl)(Cl)Cl.[F:6][C:7]1[CH:15]=[C:14]([N+:16]([O-])=O)[CH:13]=[CH:12][C:8]=1[C:9]([NH2:11])=[O:10]. The catalyst class is: 8. Product: [NH2:16][C:14]1[CH:13]=[CH:12][C:8]([C:9]([NH2:11])=[O:10])=[C:7]([F:6])[CH:15]=1.